Dataset: Full USPTO retrosynthesis dataset with 1.9M reactions from patents (1976-2016). Task: Predict the reactants needed to synthesize the given product. Given the product [CH3:1][C:2]1[O:3][C:4]2[C:13]3[C:12](=[O:14])[C:11](=[C:16]([CH3:18])[CH3:15])[CH2:10][C:9]=3[CH:8]=[CH:7][C:5]=2[N:6]=1, predict the reactants needed to synthesize it. The reactants are: [CH3:1][C:2]1[O:3][C:4]2[C:13]3[C:12](=[O:14])[CH2:11][CH2:10][C:9]=3[CH:8]=[CH:7][C:5]=2[N:6]=1.[CH3:15][C:16]([CH3:18])=O.IC#N.